From a dataset of Forward reaction prediction with 1.9M reactions from USPTO patents (1976-2016). Predict the product of the given reaction. (1) Given the reactants Cl[CH2:2][CH2:3][CH2:4][CH:5]=[CH:6][CH2:7][CH2:8][C:9]([F:15])([F:14])[C:10]([F:13])([F:12])[F:11].[CH3:16][NH2:17].CC(OC)(C)C.O, predict the reaction product. The product is: [CH3:16][NH:17][CH2:2][CH2:3][CH2:4][CH:5]=[CH:6][CH2:7][CH2:8][C:9]([F:15])([F:14])[C:10]([F:13])([F:12])[F:11]. (2) Given the reactants [CH3:1][C:2]([NH:16][C:17](=[O:23])[O:18][C:19]([CH3:22])([CH3:21])[CH3:20])([CH3:15])[CH2:3][CH2:4][N:5]1[C:9]2[CH:10]=[CH:11][CH:12]=[CH:13][C:8]=2[NH:7][C:6]1=[O:14].[CH2:24](Cl)[C:25]1[CH:30]=[CH:29][CH:28]=[CH:27][CH:26]=1.CC(C)([O-])C.[K+], predict the reaction product. The product is: [CH2:24]([N:7]1[C:8]2[CH:13]=[CH:12][CH:11]=[CH:10][C:9]=2[N:5]([CH2:4][CH2:3][C:2]([NH:16][C:17](=[O:23])[O:18][C:19]([CH3:22])([CH3:21])[CH3:20])([CH3:1])[CH3:15])[C:6]1=[O:14])[C:25]1[CH:30]=[CH:29][CH:28]=[CH:27][CH:26]=1. (3) The product is: [NH2:19][C:8]1[N:9]=[C:10]([C:11]2[CH:16]=[CH:15][C:14]([Cl:17])=[CH:13][C:12]=2[Cl:18])[C:5]2[CH:4]=[C:3]([CH2:2][NH:1][C:28](=[O:30])[CH3:29])[S:20][C:6]=2[N:7]=1. Given the reactants [NH2:1][CH2:2][C:3]1[S:20][C:6]2[N:7]=[C:8]([NH2:19])[N:9]=[C:10]([C:11]3[CH:16]=[CH:15][C:14]([Cl:17])=[CH:13][C:12]=3[Cl:18])[C:5]=2[CH:4]=1.C(N(CC)CC)C.[C:28](Cl)(=[O:30])[CH3:29], predict the reaction product. (4) Given the reactants [Cl:1][C:2]1[CH:3]=[CH:4][C:5]2[O:18][CH:17]([C:19](OCC)=[O:20])[N:8]3[C:9]4[CH:10]=[CH:11][CH:12]=[C:13]([F:16])[C:14]=4[CH:15]=[C:7]3[C:6]=2[N:24]=1.[BH4-].[Na+].O, predict the reaction product. The product is: [Cl:1][C:2]1[CH:3]=[CH:4][C:5]2[O:18][CH:17]([CH2:19][OH:20])[N:8]3[C:9]4[CH:10]=[CH:11][CH:12]=[C:13]([F:16])[C:14]=4[CH:15]=[C:7]3[C:6]=2[N:24]=1. (5) Given the reactants [F:1][C:2]1[CH2:7][CH2:6][CH:5]([CH:8]([CH:17]2[CH2:22][CH2:21][C:20]([F:23])=[CH:19][CH2:18]2)[O:9][Si](CC)(CC)CC)[CH2:4][CH:3]=1.C1(C)C=CC(S(O)(=O)=O)=CC=1, predict the reaction product. The product is: [F:1][CH:2]1[CH2:7][CH2:6][CH:5]([CH:8]([CH:17]2[CH2:22][CH2:21][CH:20]([F:23])[CH2:19][CH2:18]2)[OH:9])[CH2:4][CH2:3]1. (6) Given the reactants [CH2:1]([O:3][C:4]([C:6]1[CH:7]=[N:8][C:9]2[C:14]([C:15]=1O)=[N:13][C:12]([F:17])=[CH:11][CH:10]=2)=[O:5])[CH3:2].C(Cl)(=O)C([Cl:21])=O.CN(C)C=O.CC(C)=O, predict the reaction product. The product is: [CH2:1]([O:3][C:4]([C:6]1[CH:7]=[N:8][C:9]2[C:14]([C:15]=1[Cl:21])=[N:13][C:12]([F:17])=[CH:11][CH:10]=2)=[O:5])[CH3:2].